From a dataset of Full USPTO retrosynthesis dataset with 1.9M reactions from patents (1976-2016). Predict the reactants needed to synthesize the given product. (1) Given the product [CH3:3][N:4]1[CH2:9][CH2:8][N:7]([CH2:18][C:19]([O:21][C:22]([CH3:25])([CH3:24])[CH3:23])=[O:20])[CH2:6][CH2:5]1, predict the reactants needed to synthesize it. The reactants are: Cl.Cl.[CH3:3][N:4]1[CH2:9][CH2:8][NH:7][CH2:6][CH2:5]1.C(N(CC)CC)C.Br[CH2:18][C:19]([O:21][C:22]([CH3:25])([CH3:24])[CH3:23])=[O:20]. (2) The reactants are: [CH2:1]([NH:3][C:4]1[CH:9]=[C:8]([O:10][CH3:11])[CH:7]=[CH:6][C:5]=1[C@@H:12]1[CH2:21][CH2:20][C:19]2[CH:18]=[C:17]([O:22]C(=O)C(C)(C)C)[CH:16]=[CH:15][C:14]=2[CH2:13]1)[CH3:2].[CH3:29][N:30]([CH3:45])[C:31]([CH3:44])([CH3:43])[CH2:32][O:33][C:34]1[CH:41]=[CH:40][C:37]([CH:38]=O)=[CH:36][C:35]=1[F:42]. Given the product [CH3:29][N:30]([CH3:45])[C:31]([CH3:44])([CH3:43])[CH2:32][O:33][C:34]1[CH:41]=[CH:40][C:37]([CH2:38][CH2:2][CH2:1][NH:3][C:4]2[CH:9]=[C:8]([O:10][CH3:11])[CH:7]=[CH:6][C:5]=2[C@@H:12]2[CH2:21][CH2:20][C:19]3[CH:18]=[C:17]([OH:22])[CH:16]=[CH:15][C:14]=3[CH2:13]2)=[CH:36][C:35]=1[F:42], predict the reactants needed to synthesize it. (3) Given the product [Br:22][C:23]1[CH:30]=[CH:29][C:26]([C:27]2[N:10]([CH2:11][C@@H:12]3[CH2:16][CH2:15][N:14]([C:17]([CH:19]4[CH2:20][CH2:21]4)=[O:18])[CH2:13]3)[C:3]3[C:4]([C:5]#[N:6])=[CH:7][CH:8]=[CH:9][C:2]=3[N:1]=2)=[CH:25][CH:24]=1, predict the reactants needed to synthesize it. The reactants are: [NH2:1][C:2]1[C:3]([NH:10][CH2:11][C@@H:12]2[CH2:16][CH2:15][N:14]([C:17]([CH:19]3[CH2:21][CH2:20]3)=[O:18])[CH2:13]2)=[C:4]([CH:7]=[CH:8][CH:9]=1)[C:5]#[N:6].[Br:22][C:23]1[CH:30]=[CH:29][C:26]([CH:27]=O)=[CH:25][CH:24]=1.CO.C(Cl)Cl. (4) Given the product [CH:24]([NH:27][C:20]([C:17]1[S:16][C:15]([CH2:14][CH2:13][C:12]2[C:8]([C:5]3[CH:4]=[CH:3][C:2]([F:1])=[CH:7][N:6]=3)=[N:9][O:10][C:11]=2[CH3:23])=[N:19][CH:18]=1)=[O:22])([CH3:26])[CH3:25], predict the reactants needed to synthesize it. The reactants are: [F:1][C:2]1[CH:3]=[CH:4][C:5]([C:8]2[C:12]([CH2:13][CH2:14][C:15]3[S:16][C:17]([C:20]([OH:22])=O)=[CH:18][N:19]=3)=[C:11]([CH3:23])[O:10][N:9]=2)=[N:6][CH:7]=1.[CH:24]([NH2:27])([CH3:26])[CH3:25]. (5) Given the product [OH:10][C:8]1[CH:7]=[CH:6][C:4]2[N:5]=[C:1]([C:21]3[CH:20]=[CH:19][CH:15]=[C:14]([OH:13])[C:22]=3[OH:23])[O:2][C:3]=2[CH:9]=1, predict the reactants needed to synthesize it. The reactants are: [CH3:1][O:2][C:3]1[CH:9]=[C:8]([O:10]C)[CH:7]=[CH:6][C:4]=1[NH2:5].C[O:13][C:14]1[C:22]([O:23]C)=[CH:21][CH:20]=[CH:19][C:15]=1C(O)=O.